This data is from Full USPTO retrosynthesis dataset with 1.9M reactions from patents (1976-2016). The task is: Predict the reactants needed to synthesize the given product. (1) Given the product [Br:1][C:2]1[CH:15]=[CH:14][C:13]2[C:4](=[C:5]3[C:10](=[C:11]([Cl:18])[N:12]=2)[CH:9]=[CH:8][CH:7]=[CH:6]3)[CH:3]=1, predict the reactants needed to synthesize it. The reactants are: [Br:1][CH:2]1[CH:15]=[CH:14][C:13]2[C:4](=[C:5]3[C:10](=[CH:11][N:12]=2)[CH:9]=[CH:8][CH:7]=[CH:6]3)[C:3]1=O.P(Cl)(Cl)(Cl)(Cl)[Cl:18]. (2) Given the product [Cl:32][C:33]1[CH:34]=[CH:35][C:36]([C:39]2[CH:40]=[C:41]([C:53]([O:55][CH3:56])=[O:54])[C:42]3[NH:43][C:44]4[CH:45]=[C:46]([O:52][CH2:65][CH2:64][CH2:63][N:60]5[CH2:61][CH2:62][O:57][CH2:58][CH2:59]5)[CH:47]=[CH:48][C:49]=4[C:50]=3[N:51]=2)=[CH:37][CH:38]=1, predict the reactants needed to synthesize it. The reactants are: N(C(OCC)=O)=NC(OCC)=O.C1(P(C2C=CC=CC=2)C2C=CC=CC=2)C=CC=CC=1.[Cl:32][C:33]1[CH:38]=[CH:37][C:36]([C:39]2[CH:40]=[C:41]([C:53]([O:55][CH3:56])=[O:54])[C:42]3[NH:43][C:44]4[CH:45]=[C:46]([OH:52])[CH:47]=[CH:48][C:49]=4[C:50]=3[N:51]=2)=[CH:35][CH:34]=1.[O:57]1[CH2:62][CH2:61][N:60]([CH2:63][CH2:64][CH2:65]O)[CH2:59][CH2:58]1. (3) Given the product [CH2:14]([C:15]1[CH:20]=[CH:19][C:18]([CH2:4][CH2:5][CH2:6][C:7]([OH:9])=[O:8])=[CH:17][CH:16]=1)[CH3:13], predict the reactants needed to synthesize it. The reactants are: II.Br[CH2:4][CH2:5][CH2:6][C:7]([O:9]CC)=[O:8].I[CH2:13][CH2:14][C:15]1[CH:20]=[CH:19][CH:18]=[CH:17][CH:16]=1.Cl. (4) Given the product [Cl:23][C:24]1[S:28][C:27]([C:29]([NH:1][CH2:2][C@H:3]2[C@H:11]3[N:6]([C:7]4[CH:15]=[CH:14][C:13]([N:16]5[CH:20]=[CH:19][O:18][C:17]5=[O:21])=[CH:12][C:8]=4[O:9][CH2:10]3)[C:5](=[O:22])[O:4]2)=[O:30])=[CH:26][CH:25]=1, predict the reactants needed to synthesize it. The reactants are: [NH2:1][CH2:2][C@H:3]1[C@H:11]2[N:6]([C:7]3[CH:15]=[CH:14][C:13]([N:16]4[CH:20]=[CH:19][O:18][C:17]4=[O:21])=[CH:12][C:8]=3[O:9][CH2:10]2)[C:5](=[O:22])[O:4]1.[Cl:23][C:24]1[S:28][C:27]([C:29](O)=[O:30])=[CH:26][CH:25]=1.CN(C(ON1N=NC2C=CC=NC1=2)=[N+](C)C)C.F[P-](F)(F)(F)(F)F.CCN(CC)CC. (5) Given the product [S:1]1[C:5]2[CH:6]=[CH:7][CH:8]=[CH:9][C:4]=2[N:3]=[C:2]1[C:10]1[CH:24]=[CH:23][CH:22]=[CH:21][C:11]=1[O:12][C:13]1[N:18]=[CH:17][C:16]([NH:19][S:33]([C:28]2[CH:29]=[CH:30][C:31]([Cl:32])=[C:26]([Cl:25])[CH:27]=2)(=[O:35])=[O:34])=[CH:15][C:14]=1[Cl:20], predict the reactants needed to synthesize it. The reactants are: [S:1]1[C:5]2[CH:6]=[CH:7][CH:8]=[CH:9][C:4]=2[N:3]=[C:2]1[C:10]1[CH:24]=[CH:23][CH:22]=[CH:21][C:11]=1[O:12][C:13]1[N:18]=[CH:17][C:16]([NH2:19])=[CH:15][C:14]=1[Cl:20].[Cl:25][C:26]1[CH:27]=[C:28]([S:33](Cl)(=[O:35])=[O:34])[CH:29]=[CH:30][C:31]=1[Cl:32]. (6) Given the product [NH2:15][C:4]1[CH:5]=[CH:6][C:7]([N:8]2[CH:12]=[CH:11][C:10]([C:13]#[N:14])=[CH:9]2)=[C:2]([F:1])[CH:3]=1, predict the reactants needed to synthesize it. The reactants are: [F:1][C:2]1[CH:3]=[C:4]([N+:15]([O-])=O)[CH:5]=[CH:6][C:7]=1[N:8]1[CH:12]=[CH:11][C:10]([C:13]#[N:14])=[CH:9]1.